This data is from Full USPTO retrosynthesis dataset with 1.9M reactions from patents (1976-2016). The task is: Predict the reactants needed to synthesize the given product. Given the product [Br:7][C:8]1[CH:13]=[CH:12][C:11]([C@@H:14]([N:16]=[C:1]=[O:4])[CH3:15])=[CH:10][CH:9]=1, predict the reactants needed to synthesize it. The reactants are: [C:1](=[O:4])(O)[O-].[Na+].O.[Br:7][C:8]1[CH:13]=[CH:12][C:11]([C@@H:14]([NH2:16])[CH3:15])=[CH:10][CH:9]=1.ClC(Cl)(OC(=O)OC(Cl)(Cl)Cl)Cl.